This data is from Full USPTO retrosynthesis dataset with 1.9M reactions from patents (1976-2016). The task is: Predict the reactants needed to synthesize the given product. Given the product [O:24]([CH2:31][CH2:32][CH2:33][NH:34][C:21]([C:11]1[C:10]([NH:9][C:7]([C:2]2[CH:3]=[CH:4][CH:5]=[CH:6][N:1]=2)=[O:8])=[CH:14][N:13]([CH:15]2[CH2:20][CH2:19][CH2:18][CH2:17][O:16]2)[N:12]=1)=[O:23])[C:25]1[CH:30]=[CH:29][CH:28]=[CH:27][CH:26]=1, predict the reactants needed to synthesize it. The reactants are: [N:1]1[CH:6]=[CH:5][CH:4]=[CH:3][C:2]=1[C:7]([NH:9][C:10]1[C:11]([C:21]([OH:23])=O)=[N:12][N:13]([CH:15]2[CH2:20][CH2:19][CH2:18][CH2:17][O:16]2)[CH:14]=1)=[O:8].[O:24]([CH2:31][CH2:32][CH2:33][NH2:34])[C:25]1[CH:30]=[CH:29][CH:28]=[CH:27][CH:26]=1.CCN=C=NCCCN(C)C.C1C=CC2N(O)N=NC=2C=1.C(=O)([O-])O.[Na+].